This data is from Catalyst prediction with 721,799 reactions and 888 catalyst types from USPTO. The task is: Predict which catalyst facilitates the given reaction. Reactant: [F:1][C:2]([F:24])([F:23])[O:3][C:4]1[CH:9]=[CH:8][C:7]([C:10]([C:12]2[C:21]([NH2:22])=[C:20]3[C:15]([CH:16]=[CH:17][CH:18]=[N:19]3)=[CH:14][CH:13]=2)=O)=[CH:6][CH:5]=1.[CH3:25][NH:26][S:27](Cl)(=[O:29])=[O:28].[BH4-].[Na+]. Product: [CH3:25][N:26]1[S:27](=[O:29])(=[O:28])[NH:22][C:21]2[C:20]3[C:15](=[CH:16][CH:17]=[CH:18][N:19]=3)[CH:14]=[CH:13][C:12]=2[CH:10]1[C:7]1[CH:8]=[CH:9][C:4]([O:3][C:2]([F:24])([F:23])[F:1])=[CH:5][CH:6]=1. The catalyst class is: 17.